Dataset: Forward reaction prediction with 1.9M reactions from USPTO patents (1976-2016). Task: Predict the product of the given reaction. (1) Given the reactants [CH:1]1([CH2:4][O:5][C:6]2[N:11]=[CH:10][C:9]([OH:12])=[CH:8][CH:7]=2)[CH2:3][CH2:2]1.C(=O)([O-])[O-].[K+].[K+].[CH3:19][O:20][CH2:21]Cl.O, predict the reaction product. The product is: [CH:1]1([CH2:4][O:5][C:6]2[CH:7]=[CH:8][C:9]([O:12][CH2:19][O:20][CH3:21])=[CH:10][N:11]=2)[CH2:2][CH2:3]1. (2) Given the reactants [CH2:1]([C:3]1[O:4][C:5]2[CH:11]=[C:10]([C:12](O)=[O:13])[CH:9]=[C:8]([O:15][C:16]3[CH:21]=[CH:20][C:19]([S:22]([CH3:25])(=[O:24])=[O:23])=[CH:18][CH:17]=3)[C:6]=2[CH:7]=1)[CH3:2].CN(C(ON1N=NC2C=CC=NC1=2)=[N+](C)C)C.F[P-](F)(F)(F)(F)F.CCN(C(C)C)C(C)C.[CH3:59][N:60]1[CH:64]=[CH:63][C:62]([NH2:65])=[N:61]1, predict the reaction product. The product is: [CH2:1]([C:3]1[O:4][C:5]2[CH:11]=[C:10]([C:12]([NH:65][C:62]3[CH:63]=[CH:64][N:60]([CH3:59])[N:61]=3)=[O:13])[CH:9]=[C:8]([O:15][C:16]3[CH:21]=[CH:20][C:19]([S:22]([CH3:25])(=[O:23])=[O:24])=[CH:18][CH:17]=3)[C:6]=2[CH:7]=1)[CH3:2]. (3) Given the reactants CN(C)C=O.[CH3:6][O:7][C:8]1[CH:13]=[C:12]([CH3:14])[CH:11]=[CH:10][C:9]=1[OH:15].[H-].[Na+].[CH2:18](Br)[C:19]1[CH:24]=[CH:23][CH:22]=[CH:21][CH:20]=1, predict the reaction product. The product is: [CH2:18]([O:15][C:9]1[CH:10]=[CH:11][C:12]([CH3:14])=[CH:13][C:8]=1[O:7][CH3:6])[C:19]1[CH:24]=[CH:23][CH:22]=[CH:21][CH:20]=1. (4) The product is: [S:19]1[CH:20]=[CH:21][CH:22]=[C:18]1[CH2:17][O:16][CH2:14][CH2:13][CH2:12][O:11][CH:5]1[CH2:10][CH2:9][CH2:8][CH2:7][O:6]1. Given the reactants C([C:5]1([O:11][CH2:12][CH2:13][CH2:14]Br)[CH2:10][CH2:9][CH2:8][CH2:7][O:6]1)(C)(C)C.[OH:16][CH2:17][C:18]1[S:19][CH:20]=[CH:21][CH:22]=1, predict the reaction product. (5) Given the reactants [F:1][C:2]1[CH:3]=[C:4]([NH2:21])[CH:5]=[CH:6][C:7]=1[O:8][C:9]1[CH:14]=[CH:13][N:12]=[C:11]2[CH:15]=[C:16]([CH2:18][CH2:19][CH3:20])[S:17][C:10]=12.[C:22]1([CH2:28][C:29]([N:31]=[C:32]=[S:33])=[O:30])[CH:27]=[CH:26][CH:25]=[CH:24][CH:23]=1, predict the reaction product. The product is: [F:1][C:2]1[CH:3]=[C:4]([NH:21][C:32]([NH:31][C:29](=[O:30])[CH2:28][C:22]2[CH:23]=[CH:24][CH:25]=[CH:26][CH:27]=2)=[S:33])[CH:5]=[CH:6][C:7]=1[O:8][C:9]1[CH:14]=[CH:13][N:12]=[C:11]2[CH:15]=[C:16]([CH2:18][CH2:19][CH3:20])[S:17][C:10]=12.